Dataset: Forward reaction prediction with 1.9M reactions from USPTO patents (1976-2016). Task: Predict the product of the given reaction. (1) Given the reactants [C:1]([C:4]1[N:5]=[CH:6][C:7]2[C:12]([CH:13]=1)=[CH:11][CH:10]=[CH:9][CH:8]=2)(=O)[CH3:2].[CH3:14][N:15]1[C:19]2[CH:20]=[CH:21][CH:22]=[CH:23][C:18]=2[N:17]=[C:16]1[NH:24][NH2:25], predict the reaction product. The product is: [CH3:14][N:15]1[C:19]2[CH:20]=[CH:21][CH:22]=[CH:23][C:18]=2[N:17]=[C:16]1[NH:24][N:25]=[C:1]([C:4]1[N:5]=[CH:6][C:7]2[C:12]([CH:13]=1)=[CH:11][CH:10]=[CH:9][CH:8]=2)[CH3:2]. (2) Given the reactants C1(P([CH:29]2[CH2:34][CH2:33]CCC2)C2C=CC=CC=2C2C(CCC)=CC(CCC)=CC=2CCC)CCCCC1.[CH3:50][C:45]1([CH3:51])[C:46]([CH3:49])([CH3:48])[O:47][B:43]([B:43]2[O:47][C:46]([CH3:49])([CH3:48])[C:45]([CH3:51])([CH3:50])[O:44]2)[O:44]1.[C:53]([O-])(=O)[CH3:54].[K+].[N:58]#[N:59], predict the reaction product. The product is: [CH2:53]([N:58]1[CH:33]=[C:34]([B:43]2[O:44][C:45]([CH3:50])([CH3:51])[C:46]([CH3:48])([CH3:49])[O:47]2)[CH:29]=[N:59]1)[CH3:54]. (3) The product is: [CH3:1][O:2][C:3]1[N:12]=[CH:11][CH:10]=[C:9]2[C:4]=1[C:5](=[O:6])[NH:21][C:14]([C:15]1[CH:20]=[CH:19][CH:18]=[CH:17][CH:16]=1)=[CH:13]2. Given the reactants [CH3:1][O:2][C:3]1[N:12]=[CH:11][CH:10]=[C:9]([C:13]#[C:14][C:15]2[CH:20]=[CH:19][CH:18]=[CH:17][CH:16]=2)[C:4]=1[C:5](OC)=[O:6].[NH3:21], predict the reaction product.